From a dataset of Experimentally validated miRNA-target interactions with 360,000+ pairs, plus equal number of negative samples. Binary Classification. Given a miRNA mature sequence and a target amino acid sequence, predict their likelihood of interaction. The miRNA is hsa-miR-126-5p with sequence CAUUAUUACUUUUGGUACGCG. The protein sequence of the target gene is MAENWKNCFEEELICPICLHVFVEPVQLPCKHNFCRGCIGEAWAKDSGLVRCPECNQAYNQKPGLEKNLKLTNIVEKFNALHVEKPPAALHCVFCRRGPPLPAQKVCLRCEAPCCQSHVQTHLQQPSTARGHLLVEADDVRAWSCPQHNAYRLYHCEAEQVAVCQYCCYYSGAHQGHSVCDVEIRRNEIRKMLMKQQDRLEEREQDIEDQLYKLESDKRLVEEKVNQLKEEVRLQYEKLHQLLDEDLRQTVEVLDKAQAKFCSENAAQALHLGERMQEAKKLLGSLQLLFDKTEDVSFMK.... Result: 1 (interaction).